Task: Regression. Given two drug SMILES strings and cell line genomic features, predict the synergy score measuring deviation from expected non-interaction effect.. Dataset: Merck oncology drug combination screen with 23,052 pairs across 39 cell lines (1) Drug 1: CC(=O)OC1C(=O)C2(C)C(O)CC3OCC3(OC(C)=O)C2C(OC(=O)c2ccccc2)C2(O)CC(OC(=O)C(O)C(NC(=O)c3ccccc3)c3ccccc3)C(C)=C1C2(C)C. Drug 2: C#Cc1cccc(Nc2ncnc3cc(OCCOC)c(OCCOC)cc23)c1. Cell line: RKO. Synergy scores: synergy=-13.6. (2) Drug 1: CCC1(O)C(=O)OCc2c1cc1n(c2=O)Cc2cc3c(CN(C)C)c(O)ccc3nc2-1. Drug 2: CCc1cnn2c(NCc3ccc[n+]([O-])c3)cc(N3CCCCC3CCO)nc12. Cell line: HT144. Synergy scores: synergy=9.84. (3) Drug 1: CC(=O)OC1C(=O)C2(C)C(O)CC3OCC3(OC(C)=O)C2C(OC(=O)c2ccccc2)C2(O)CC(OC(=O)C(O)C(NC(=O)c3ccccc3)c3ccccc3)C(C)=C1C2(C)C. Drug 2: CCN(CC)CCNC(=O)c1c(C)[nH]c(C=C2C(=O)Nc3ccc(F)cc32)c1C. Cell line: SKMEL30. Synergy scores: synergy=5.02.